This data is from Peptide-MHC class I binding affinity with 185,985 pairs from IEDB/IMGT. The task is: Regression. Given a peptide amino acid sequence and an MHC pseudo amino acid sequence, predict their binding affinity value. This is MHC class I binding data. (1) The peptide sequence is YLNTLTLAV. The MHC is HLA-A02:02 with pseudo-sequence HLA-A02:02. The binding affinity (normalized) is 1.00. (2) The peptide sequence is VLYCVHQHI. The MHC is HLA-A26:02 with pseudo-sequence HLA-A26:02. The binding affinity (normalized) is 0.0847. (3) The peptide sequence is FTARIIIFS. The MHC is HLA-B15:17 with pseudo-sequence HLA-B15:17. The binding affinity (normalized) is 0.0847. (4) The peptide sequence is LLDCLMFQS. The MHC is HLA-A02:06 with pseudo-sequence HLA-A02:06. The binding affinity (normalized) is 0.419. (5) The peptide sequence is LAEQFSGEY. The MHC is HLA-B40:01 with pseudo-sequence HLA-B40:01. The binding affinity (normalized) is 0.0847. (6) The peptide sequence is ELDSNLYRI. The MHC is HLA-A02:03 with pseudo-sequence HLA-A02:03. The binding affinity (normalized) is 0.120. (7) The peptide sequence is YQQLREAAT. The MHC is HLA-B08:01 with pseudo-sequence HLA-B08:01. The binding affinity (normalized) is 0.